Dataset: Catalyst prediction with 721,799 reactions and 888 catalyst types from USPTO. Task: Predict which catalyst facilitates the given reaction. (1) Reactant: [CH3:1][NH2:2].[F:3][C:4]([F:18])([F:17])[C:5]1[CH:6]=[C:7]([CH:10]=[C:11]([C:13]([F:16])([F:15])[F:14])[CH:12]=1)[CH2:8]Cl. Product: [F:3][C:4]([F:18])([F:17])[C:5]1[CH:6]=[C:7]([CH2:8][NH:2][CH3:1])[CH:10]=[C:11]([C:13]([F:16])([F:15])[F:14])[CH:12]=1. The catalyst class is: 5. (2) Reactant: [CH2:1]([O:3][C:4]1[C:8]([CH2:9][CH2:10][OH:11])=[CH:7][N:6]([C:12]2[CH:17]=[CH:16][C:15]([C:18]([F:21])([F:20])[F:19])=[CH:14][N:13]=2)[N:5]=1)[CH3:2].O[C:23]1[CH:28]=[CH:27][C:26]([CH2:29][C:30]([O:32]C)=[O:31])=[CH:25][CH:24]=1.C(P(CCCC)CCCC)CCC.N(C(N1CCCCC1)=O)=NC(N1CCCCC1)=O. Product: [CH2:1]([O:3][C:4]1[C:8]([CH2:9][CH2:10][O:11][C:23]2[CH:28]=[CH:27][C:26]([CH2:29][C:30]([OH:32])=[O:31])=[CH:25][CH:24]=2)=[CH:7][N:6]([C:12]2[CH:17]=[CH:16][C:15]([C:18]([F:20])([F:19])[F:21])=[CH:14][N:13]=2)[N:5]=1)[CH3:2]. The catalyst class is: 7.